Dataset: NCI-60 drug combinations with 297,098 pairs across 59 cell lines. Task: Regression. Given two drug SMILES strings and cell line genomic features, predict the synergy score measuring deviation from expected non-interaction effect. (1) Drug 1: CC(C1=C(C=CC(=C1Cl)F)Cl)OC2=C(N=CC(=C2)C3=CN(N=C3)C4CCNCC4)N. Drug 2: CC1=C(C(CCC1)(C)C)C=CC(=CC=CC(=CC(=O)O)C)C. Cell line: SK-MEL-28. Synergy scores: CSS=-0.576, Synergy_ZIP=2.42, Synergy_Bliss=2.78, Synergy_Loewe=-4.57, Synergy_HSA=-2.77. (2) Drug 1: C1C(C(OC1N2C=NC(=NC2=O)N)CO)O. Drug 2: CC12CCC3C(C1CCC2OP(=O)(O)O)CCC4=C3C=CC(=C4)OC(=O)N(CCCl)CCCl.[Na+]. Cell line: OVCAR-8. Synergy scores: CSS=23.3, Synergy_ZIP=-1.10, Synergy_Bliss=-0.317, Synergy_Loewe=-23.1, Synergy_HSA=1.67. (3) Drug 2: CC1=C2C(C(=O)C3(C(CC4C(C3C(C(C2(C)C)(CC1OC(=O)C(C(C5=CC=CC=C5)NC(=O)C6=CC=CC=C6)O)O)OC(=O)C7=CC=CC=C7)(CO4)OC(=O)C)O)C)OC(=O)C. Synergy scores: CSS=57.7, Synergy_ZIP=0.584, Synergy_Bliss=0.495, Synergy_Loewe=-3.88, Synergy_HSA=1.69. Drug 1: C1C(C(OC1N2C=NC3=C(N=C(N=C32)Cl)N)CO)O. Cell line: MOLT-4.